This data is from Catalyst prediction with 721,799 reactions and 888 catalyst types from USPTO. The task is: Predict which catalyst facilitates the given reaction. (1) Reactant: FC(F)(F)C(O)=[O:4].[C:8]([C:11]1[CH:18]=[CH:17][C:14]([C:15]#[N:16])=[CH:13][CH:12]=1)(=[O:10])[CH3:9].FC(F)(F)C(OI(C1C=CC=CC=1)OC(=O)C(F)(F)F)=O. Product: [OH:4][CH2:9][C:8]([C:11]1[CH:18]=[CH:17][C:14]([C:15]#[N:16])=[CH:13][CH:12]=1)=[O:10]. The catalyst class is: 47. (2) Reactant: [C:1]1([N:7]2[C:11]3=[N:12][CH:13]=[CH:14][CH:15]=[C:10]3[N:9]=[C:8]2[C@@H:16]([NH2:18])[CH3:17])[CH:6]=[CH:5][CH:4]=[CH:3][CH:2]=1.[NH2:19][C:20]1[C:25]([C:26]#[N:27])=[C:24](Cl)[N:23]=[CH:22][N:21]=1.CCN(C(C)C)C(C)C. Product: [NH2:19][C:20]1[C:25]([C:26]#[N:27])=[C:24]([NH:18][CH:16]([C:8]2[N:7]([C:1]3[CH:2]=[CH:3][CH:4]=[CH:5][CH:6]=3)[C:11]3=[N:12][CH:13]=[CH:14][CH:15]=[C:10]3[N:9]=2)[CH3:17])[N:23]=[CH:22][N:21]=1. The catalyst class is: 41. (3) Reactant: [I:1][C:2]1[CH:10]=[CH:9][C:5]([C:6](Cl)=[O:7])=[CH:4][CH:3]=1.[OH-].[NH4+:12].O. Product: [I:1][C:2]1[CH:10]=[CH:9][C:5]([C:6]([NH2:12])=[O:7])=[CH:4][CH:3]=1. The catalyst class is: 1. (4) Reactant: [C:1]([C:5]1[C:6]([O:17][CH3:18])=[C:7]([CH:10]=[C:11]([C:13]([CH3:16])([CH3:15])[CH3:14])[CH:12]=1)[CH:8]=[O:9])([CH3:4])([CH3:3])[CH3:2].Cl.[C:20]([O:23][CH2:24][CH3:25])(=[O:22])[CH3:21]. Product: [C:1]([C:5]1[C:6]([O:17][CH3:18])=[C:7]([CH:8]([OH:9])[CH2:21][C:20]([O:23][CH2:24][CH3:25])=[O:22])[CH:10]=[C:11]([C:13]([CH3:16])([CH3:15])[CH3:14])[CH:12]=1)([CH3:4])([CH3:2])[CH3:3]. The catalyst class is: 7. (5) Reactant: [CH:1]1([CH2:6][C@@H:7]([C:20]([NH:22][NH:23][C:24]2[C:29]([F:30])=[C:28]([N:31]3[CH2:40][CH2:39][N:38]4[C@H:33]([CH2:34][O:35][CH2:36][CH2:37]4)[CH2:32]3)[N:27]=[C:26]([CH3:41])[N:25]=2)=[O:21])[CH2:8][N:9]([O:12]CC2C=CC=CC=2)[CH:10]=[O:11])[CH2:5][CH2:4][CH2:3][CH2:2]1. Product: [CH:1]1([CH2:6][C@@H:7]([C:20]([NH:22][NH:23][C:24]2[C:29]([F:30])=[C:28]([N:31]3[CH2:40][CH2:39][N:38]4[C@H:33]([CH2:34][O:35][CH2:36][CH2:37]4)[CH2:32]3)[N:27]=[C:26]([CH3:41])[N:25]=2)=[O:21])[CH2:8][N:9]([OH:12])[CH:10]=[O:11])[CH2:5][CH2:4][CH2:3][CH2:2]1. The catalyst class is: 19.